This data is from Peptide-MHC class I binding affinity with 185,985 pairs from IEDB/IMGT. The task is: Regression. Given a peptide amino acid sequence and an MHC pseudo amino acid sequence, predict their binding affinity value. This is MHC class I binding data. (1) The peptide sequence is ILQPILQRL. The MHC is Mamu-A2601 with pseudo-sequence Mamu-A2601. The binding affinity (normalized) is 0.396. (2) The peptide sequence is APRRRDEEL. The MHC is HLA-A80:01 with pseudo-sequence HLA-A80:01. The binding affinity (normalized) is 0.0847. (3) The MHC is HLA-A68:01 with pseudo-sequence HLA-A68:01. The binding affinity (normalized) is 0.117. The peptide sequence is IAMESIVIW. (4) The peptide sequence is QKEEAAICGQMDLS. The MHC is HLA-B07:02 with pseudo-sequence HLA-B07:02. The binding affinity (normalized) is 0. (5) The peptide sequence is SYMMDDLELI. The MHC is HLA-C04:01 with pseudo-sequence HLA-C04:01. The binding affinity (normalized) is 0.0847. (6) The MHC is Mamu-B8701 with pseudo-sequence Mamu-B8701. The peptide sequence is WDEWVVEVL. The binding affinity (normalized) is 0.513. (7) The peptide sequence is IYVLVMLVL. The MHC is HLA-B18:01 with pseudo-sequence HLA-B18:01. The binding affinity (normalized) is 0. (8) The peptide sequence is REFEAQNVP. The MHC is HLA-B40:01 with pseudo-sequence HLA-B40:01. The binding affinity (normalized) is 0.474. (9) The peptide sequence is HHIWQNLL. The MHC is HLA-A24:03 with pseudo-sequence HLA-A24:03. The binding affinity (normalized) is 0.0847.